From a dataset of Blood-brain barrier permeability classification from the B3DB database. Regression/Classification. Given a drug SMILES string, predict its absorption, distribution, metabolism, or excretion properties. Task type varies by dataset: regression for continuous measurements (e.g., permeability, clearance, half-life) or binary classification for categorical outcomes (e.g., BBB penetration, CYP inhibition). Dataset: b3db_classification. (1) The compound is C=C[C@@H]1CNCC[C@@H]1CCCc1ccnc2ccc(OC)cc12. The result is 1 (penetrates BBB). (2) The compound is ClCC(Cl)Cl. The result is 1 (penetrates BBB). (3) The drug is CC(=O)OC1CC2(C)C(CC(O)C3C4(C)CCC(O)C(C)C4CCC32C)C1=C(CCC=C(C)C)C(=O)O. The result is 0 (does not penetrate BBB). (4) The result is 0 (does not penetrate BBB). The compound is NS(=O)(=O)c1cc2c(cc1Cl)NC(C1CC3C=CC1C3)NS2(=O)=O. (5) The drug is CNC(=O)CCN1CCN(CC/C=C2/c3ccccc3Sc3ccc(Cl)cc32)CC1. The result is 1 (penetrates BBB).